This data is from Full USPTO retrosynthesis dataset with 1.9M reactions from patents (1976-2016). The task is: Predict the reactants needed to synthesize the given product. Given the product [Cl:28][C:20]1[C:21]([O:23][C:24]([F:25])([F:26])[F:27])=[CH:22][C:16]2[S:15][C:36]3[C:35](=[O:40])[NH:34][C:33]4([CH2:29][CH2:30][CH2:31][CH2:32]4)[CH2:38][C:37]=3[NH:18][C:17]=2[CH:19]=1, predict the reactants needed to synthesize it. The reactants are: [NH2:18][C:17]1[CH:19]=[C:20]([Cl:28])[C:21]([O:23][C:24]([F:27])([F:25])[F:26])=[CH:22][C:16]=1[S:15][S:15][C:16]1[CH:22]=[C:21]([O:23][C:24]([F:27])([F:26])[F:25])[C:20]([Cl:28])=[CH:19][C:17]=1[NH2:18].[CH2:29]1[C:33]2([CH2:38][C:37](=O)[CH2:36][C:35](=[O:40])[NH:34]2)[CH2:32][CH2:31][CH2:30]1.